Dataset: Full USPTO retrosynthesis dataset with 1.9M reactions from patents (1976-2016). Task: Predict the reactants needed to synthesize the given product. (1) Given the product [CH2:1]([O:3][C:4]([C:6]1([CH2:20][O:22][C:23]2[CH:24]=[CH:25][C:26]([C:29]3[CH:34]=[CH:33][C:32]([C:35]#[N:36])=[CH:31][CH:30]=3)=[CH:27][CH:28]=2)[CH2:10][CH2:9][N:8]([C:11](=[O:19])[C:12]2[CH:17]=[CH:16][C:15]([Cl:18])=[CH:14][CH:13]=2)[CH2:7]1)=[O:5])[CH3:2], predict the reactants needed to synthesize it. The reactants are: [CH2:1]([O:3][C:4]([C:6]1([CH2:20]I)[CH2:10][CH2:9][N:8]([C:11](=[O:19])[C:12]2[CH:17]=[CH:16][C:15]([Cl:18])=[CH:14][CH:13]=2)[CH2:7]1)=[O:5])[CH3:2].[OH:22][C:23]1[CH:28]=[CH:27][C:26]([C:29]2[CH:34]=[CH:33][C:32]([C:35]#[N:36])=[CH:31][CH:30]=2)=[CH:25][CH:24]=1. (2) Given the product [F:19][C:20]1[CH:25]=[CH:24][C:23]([C:2]2[C:10]3[N:9]4[CH2:11][CH2:12][NH:13][C:14](=[O:15])[C:8]4=[C:7]([CH3:16])[C:6]=3[CH:5]=[C:4]([C:17]#[N:18])[CH:3]=2)=[CH:22][C:21]=1[CH3:29], predict the reactants needed to synthesize it. The reactants are: Br[C:2]1[C:10]2[N:9]3[CH2:11][CH2:12][NH:13][C:14](=[O:15])[C:8]3=[C:7]([CH3:16])[C:6]=2[CH:5]=[C:4]([C:17]#[N:18])[CH:3]=1.[F:19][C:20]1[CH:25]=[CH:24][C:23](B(O)O)=[CH:22][C:21]=1[CH3:29]. (3) Given the product [SH:4][CH:5]1[CH2:10][CH2:9][N:8]([C:11]([O:13][CH2:14][CH:15]2[C:27]3[CH:26]=[CH:25][CH:24]=[CH:23][C:22]=3[C:21]3[C:16]2=[CH:17][CH:18]=[CH:19][CH:20]=3)=[O:12])[CH2:7][CH2:6]1, predict the reactants needed to synthesize it. The reactants are: C([S:4][CH:5]1[CH2:10][CH2:9][N:8]([C:11]([O:13][CH2:14][CH:15]2[C:27]3[CH:26]=[CH:25][CH:24]=[CH:23][C:22]=3[C:21]3[C:16]2=[CH:17][CH:18]=[CH:19][CH:20]=3)=[O:12])[CH2:7][CH2:6]1)(=O)C.O.NN.Cl.